This data is from Reaction yield outcomes from USPTO patents with 853,638 reactions. The task is: Predict the reaction yield, written as a fraction of the theoretical maximum amount of product (1.0 means a 100% yield; for example, 0.34 means a 34% yield). (1) The reactants are [Cl:1][C:2]1[CH:7]=[CH:6][N:5]=[C:4]2[CH:8]=[C:9]([C:11]3[S:12][CH:13]=[C:14]([C:16]([OH:18])=O)[N:15]=3)[S:10][C:3]=12.C(Cl)(=O)C(Cl)=O.[CH3:25][NH2:26]. The catalyst is C(Cl)Cl.CN(C=O)C. The product is [Cl:1][C:2]1[CH:7]=[CH:6][N:5]=[C:4]2[CH:8]=[C:9]([C:11]3[S:12][CH:13]=[C:14]([C:16]([NH:26][CH3:25])=[O:18])[N:15]=3)[S:10][C:3]=12. The yield is 0.910. (2) The reactants are [CH:1]([C:3]1[CH:12]=[CH:11][C:6]([C:7]([O:9][CH3:10])=[O:8])=[CH:5][C:4]=1[OH:13])=[O:2].C([O-])([O-])=O.[K+].[K+].[CH2:20](Br)[CH:21]=[CH2:22]. The catalyst is CC(C)=O. The product is [CH2:22]([O:13][C:4]1[CH:5]=[C:6]([CH:11]=[CH:12][C:3]=1[CH:1]=[O:2])[C:7]([O:9][CH3:10])=[O:8])[CH:21]=[CH2:20]. The yield is 0.490.